This data is from Forward reaction prediction with 1.9M reactions from USPTO patents (1976-2016). The task is: Predict the product of the given reaction. (1) The product is: [C:1]([C:3]1[CH:4]=[C:5]([C:6]2[O:8][N:37]=[C:36]([C:35]3[CH:34]=[C:33]4[C:29]([C:30]([CH2:41][CH2:42][C:43]([O:45][CH2:46][CH3:47])=[O:44])=[CH:31][NH:32]4)=[CH:28][C:27]=3[F:26])[N:39]=2)[CH:9]=[CH:10][C:11]=1[O:12][CH:13]([CH3:15])[CH3:14])#[N:2]. Given the reactants [C:1]([C:3]1[CH:4]=[C:5]([CH:9]=[CH:10][C:11]=1[O:12][CH:13]([CH3:15])[CH3:14])[C:6]([OH:8])=O)#[N:2].C1C=CC2N(O)N=NC=2C=1.[F:26][C:27]1[CH:28]=[C:29]2[C:33](=[CH:34][C:35]=1/[C:36](/[NH:39]O)=[N:37]/[H])[NH:32][CH:31]=[C:30]2[CH2:41][CH2:42][C:43]([O:45][CH2:46][CH3:47])=[O:44].CCCC[N+](CCCC)(CCCC)CCCC.[F-], predict the reaction product. (2) Given the reactants [CH3:1][O:2][C:3]1[CH:4]=[C:5]2[C:9](=[CH:10][CH:11]=1)[N:8]([CH2:12][C:13]1[N:18]=[C:17]([C:19]#[N:20])[CH:16]=[CH:15][CH:14]=1)[C:7]([C:21]1[CH:26]=[CH:25][CH:24]=[CH:23][CH:22]=1)=[CH:6]2.C(O)(C)C.[N-:31]=[N+:32]=[N-:33].[Na+].Cl, predict the reaction product. The product is: [CH3:1][O:2][C:3]1[CH:4]=[C:5]2[C:9](=[CH:10][CH:11]=1)[N:8]([CH2:12][C:13]1[CH:14]=[CH:15][CH:16]=[C:17]([C:19]3[NH:33][N:32]=[N:31][N:20]=3)[N:18]=1)[C:7]([C:21]1[CH:26]=[CH:25][CH:24]=[CH:23][CH:22]=1)=[CH:6]2.